Dataset: Catalyst prediction with 721,799 reactions and 888 catalyst types from USPTO. Task: Predict which catalyst facilitates the given reaction. Reactant: Cl[C:2]1[C:3]2[CH2:18][CH2:17][C@H:16]([C:19]([O:21][CH2:22][CH3:23])=[O:20])[O:15][C:4]=2[N:5]=[C:6]([NH:8][CH:9]2[CH2:14][CH2:13][O:12][CH2:11][CH2:10]2)[N:7]=1. Product: [O:12]1[CH2:13][CH2:14][CH:9]([NH:8][C:6]2[N:7]=[CH:2][C:3]3[CH2:18][CH2:17][C@H:16]([C:19]([O:21][CH2:22][CH3:23])=[O:20])[O:15][C:4]=3[N:5]=2)[CH2:10][CH2:11]1. The catalyst class is: 350.